Task: Regression. Given a peptide amino acid sequence and an MHC pseudo amino acid sequence, predict their binding affinity value. This is MHC class I binding data.. Dataset: Peptide-MHC class I binding affinity with 185,985 pairs from IEDB/IMGT The MHC is HLA-B40:01 with pseudo-sequence HLA-B40:01. The binding affinity (normalized) is 0.0847. The peptide sequence is TTRAWFDKK.